The task is: Predict the reactants needed to synthesize the given product.. This data is from Full USPTO retrosynthesis dataset with 1.9M reactions from patents (1976-2016). Given the product [CH2:25]([N:27]([CH2:28][C:29]1[CH:34]=[CH:33][CH:32]=[C:31]([CH3:35])[N:30]=1)[C:22](=[O:23])[CH2:21][N:13]([S:10]([C:7]1[CH:6]=[CH:5][C:4]([CH:1]([CH3:3])[CH3:2])=[CH:9][N:8]=1)(=[O:11])=[O:12])[C:14]1[CH:15]=[C:16]([CH3:20])[CH:17]=[CH:18][CH:19]=1)[CH3:26], predict the reactants needed to synthesize it. The reactants are: [CH:1]([C:4]1[CH:5]=[CH:6][C:7]([S:10]([N:13]([CH2:21][C:22](O)=[O:23])[C:14]2[CH:15]=[C:16]([CH3:20])[CH:17]=[CH:18][CH:19]=2)(=[O:12])=[O:11])=[N:8][CH:9]=1)([CH3:3])[CH3:2].[CH2:25]([NH:27][CH2:28][C:29]1[CH:34]=[CH:33][CH:32]=[C:31]([CH3:35])[N:30]=1)[CH3:26].